This data is from Full USPTO retrosynthesis dataset with 1.9M reactions from patents (1976-2016). The task is: Predict the reactants needed to synthesize the given product. (1) Given the product [CH2:27]([S:34][C:2]1[CH:3]=[C:4]2[C:8](=[CH:9][CH:10]=1)[CH2:7][N:6]([C:11]([O:13][C:14]([CH3:17])([CH3:16])[CH3:15])=[O:12])[CH2:5]2)[C:28]1[CH:33]=[CH:32][CH:31]=[CH:30][CH:29]=1, predict the reactants needed to synthesize it. The reactants are: Br[C:2]1[CH:3]=[C:4]2[C:8](=[CH:9][CH:10]=1)[CH2:7][N:6]([C:11]([O:13][C:14]([CH3:17])([CH3:16])[CH3:15])=[O:12])[CH2:5]2.CCN(C(C)C)C(C)C.[CH2:27]([SH:34])[C:28]1[CH:33]=[CH:32][CH:31]=[CH:30][CH:29]=1. (2) The reactants are: [I:1]N1C(=O)CCC1=O.[Cl:9][C:10]1[CH:15]=[N:14][N:13]2[CH:16]=[CH:17][N:18]=[C:12]2[CH:11]=1. Given the product [Cl:9][C:10]1[CH:15]=[N:14][N:13]2[C:16]([I:1])=[CH:17][N:18]=[C:12]2[CH:11]=1, predict the reactants needed to synthesize it.